Dataset: Full USPTO retrosynthesis dataset with 1.9M reactions from patents (1976-2016). Task: Predict the reactants needed to synthesize the given product. (1) Given the product [CH3:18][O:19][CH2:20][O:6][CH:2]1[CH2:3][CH2:4][CH2:5][CH:1]1[OH:7], predict the reactants needed to synthesize it. The reactants are: [CH:1]1([OH:7])[CH2:5][CH2:4][CH2:3][CH:2]1[OH:6].C(N(C(C)C)C(C)C)C.Cl[CH2:18][O:19][CH3:20]. (2) Given the product [Cl:1][C:2]1[N:10]=[C:9]([Cl:11])[CH:8]=[CH:7][C:3]=1[C:4]([NH:12][CH:13]1[CH2:18][CH2:17][O:16][CH2:15][CH2:14]1)=[O:5], predict the reactants needed to synthesize it. The reactants are: [Cl:1][C:2]1[N:10]=[C:9]([Cl:11])[CH:8]=[CH:7][C:3]=1[C:4](Cl)=[O:5].[NH2:12][CH:13]1[CH2:18][CH2:17][O:16][CH2:15][CH2:14]1.C(N(C(C)C)C(C)C)C. (3) Given the product [CH3:17][C:18]1[C:22]([C:23]2[C:37]3[N:30]=[C:29]([NH:31][S:32]([CH2:35][CH3:36])(=[O:34])=[O:33])[NH:28][C:27]=3[CH:26]=[C:25]([C:6]3[C:2]([CH3:1])=[N:3][O:4][C:5]=3[CH3:16])[CH:24]=2)=[C:21]([CH3:49])[O:20][N:19]=1, predict the reactants needed to synthesize it. The reactants are: [CH3:1][C:2]1[C:6](B2OC(C)(C)C(C)(C)O2)=[C:5]([CH3:16])[O:4][N:3]=1.[CH3:17][C:18]1[C:22]([C:23]2[CH:24]=[C:25](C3C(C)=CC=C4C=3C=CC=N4)[C:26]3[N:30]=[C:29]([NH:31][S:32]([CH2:35][CH3:36])(=[O:34])=[O:33])[NH:28][C:27]=3[CH:37]=2)=[C:21]([CH3:49])[O:20][N:19]=1. (4) Given the product [CH3:1][C:2]1[N:7]=[C:6]([N:8]2[C:9]3[C:10](=[CH:11][CH:12]=[CH:13][CH:14]=3)[N:15]=[C:17]([C:18]([O:20][CH2:21][CH3:22])=[O:19])[C:23]2=[O:24])[CH:5]=[CH:4][CH:3]=1, predict the reactants needed to synthesize it. The reactants are: [CH3:1][C:2]1[N:7]=[C:6]([NH:8][C:9]2[C:10]([NH2:15])=[CH:11][CH:12]=[CH:13][CH:14]=2)[CH:5]=[CH:4][CH:3]=1.O=[C:17]([C:23](OCC)=[O:24])[C:18]([O:20][CH2:21][CH3:22])=[O:19]. (5) The reactants are: Br[C:2]1[C:7](=[O:8])[N:6]([CH2:9][C:10]2[CH:15]=[CH:14][C:13]([C:16]3[C:17]([C:22]#[N:23])=[CH:18][CH:19]=[CH:20][CH:21]=3)=[CH:12][CH:11]=2)[C:5]([CH2:24][CH2:25][CH3:26])=[N:4][C:3]=1[CH2:27][CH3:28].[CH3:29][C:30]1[CH:35]=[CH:34][N:33]=[C:32]([OH:36])[CH:31]=1.[OH-].[K+].CS(C)=O. Given the product [CH2:27]([C:3]1[N:4]=[C:5]([CH2:24][CH2:25][CH3:26])[N:6]([CH2:9][C:10]2[CH:15]=[CH:14][C:13]([C:16]3[C:17]([C:22]#[N:23])=[CH:18][CH:19]=[CH:20][CH:21]=3)=[CH:12][CH:11]=2)[C:7](=[O:8])[C:2]=1[O:36][C:32]1[CH:31]=[C:30]([CH3:29])[CH:35]=[CH:34][N:33]=1)[CH3:28], predict the reactants needed to synthesize it.